This data is from Full USPTO retrosynthesis dataset with 1.9M reactions from patents (1976-2016). The task is: Predict the reactants needed to synthesize the given product. (1) Given the product [F:1][C:2]1[CH:3]=[C:4]([CH:17]=[CH:18][CH:19]=1)[CH2:5][NH:6][C:7]([NH:9][C:10]1[S:11][CH:12]=[C:13]([CH2:15][O:28][C:23]2[C:22]([CH3:21])=[N:27][CH:26]=[CH:25][N:24]=2)[N:14]=1)=[O:8], predict the reactants needed to synthesize it. The reactants are: [F:1][C:2]1[CH:3]=[C:4]([CH:17]=[CH:18][CH:19]=1)[CH2:5][NH:6][C:7]([NH:9][C:10]1[S:11][CH:12]=[C:13]([CH2:15]I)[N:14]=1)=[O:8].[Na].[CH3:21][C:22]1[C:23]([OH:28])=[N:24][CH:25]=[CH:26][N:27]=1.O. (2) Given the product [CH2:1]([CH:3]([CH2:16][CH2:17][CH2:18][CH3:19])[CH2:4][O:5][N:6]=[C:7]([C:8]([O-:10])=[O:9])[C:12]([O-:14])=[O:13])[CH3:2].[Cu+2:30], predict the reactants needed to synthesize it. The reactants are: [CH2:1]([CH:3]([CH2:16][CH2:17][CH2:18][CH3:19])[CH2:4][O:5][N:6]=[C:7]([C:12]([O:14]C)=[O:13])[C:8]([O:10]C)=[O:9])[CH3:2].[OH-].[Na+].[N+]([O-])(O)=O.[N+]([O-])([O-])=O.[Cu+2:30].[N+]([O-])([O-])=O. (3) Given the product [C:1](=[O:9])([O:6][CH2:7][CH3:8])[O:2][CH:3]([I:10])[CH3:4], predict the reactants needed to synthesize it. The reactants are: [C:1](=[O:9])([O:6][CH2:7][CH3:8])[O:2][CH:3](Cl)[CH3:4].[I-:10].[Na+]. (4) The reactants are: [NH2:1][C@H:2]([C:13]([OH:15])=[O:14])[CH2:3][C:4]1[C:12]2[C:7](=[CH:8][CH:9]=[CH:10][CH:11]=2)[NH:6][CH:5]=1.O.OS(O)(=O)=O.[CH:22](=O)[CH2:23][CH2:24][CH3:25]. Given the product [CH2:23]([CH:22]1[C:5]2[NH:6][C:7]3[C:12](=[CH:11][CH:10]=[CH:9][CH:8]=3)[C:4]=2[CH2:3][CH:2]([C:13]([OH:15])=[O:14])[NH:1]1)[CH2:24][CH3:25], predict the reactants needed to synthesize it. (5) Given the product [Cl:1][CH2:2][CH2:3][CH2:4][CH:5]([C:10]1[CH:15]=[C:14]([CH:16]([CH3:18])[CH3:17])[C:13]([O:19][CH3:20])=[CH:12][C:11]=1[CH3:21])[C:6]([OH:8])=[O:7], predict the reactants needed to synthesize it. The reactants are: [Cl:1][CH2:2][CH2:3][CH2:4][CH:5]([C:10]1[CH:15]=[C:14]([CH:16]([CH3:18])[CH3:17])[C:13]([O:19][CH3:20])=[CH:12][C:11]=1[CH3:21])[C:6]([O:8]C)=[O:7].[OH-].[Na+]. (6) Given the product [C:1]([C:5]1[N:6]=[C:7]([N:16]2[CH2:20][CH2:19][C:18]([F:21])([F:22])[CH2:17]2)[C:8]2[N:13]=[N:12][N:11]([CH2:14][C:15]3[CH:50]=[CH:51][CH:52]=[CH:45][C:46]=3[C:47]#[N:48])[C:9]=2[N:10]=1)([CH3:2])([CH3:3])[CH3:4], predict the reactants needed to synthesize it. The reactants are: [C:1]([C:5]1[N:6]=[C:7]([N:16]2[CH2:20][CH2:19][C:18]([F:22])([F:21])[CH2:17]2)[C:8]2[N:13]=[N:12][N:11]([CH2:14][CH3:15])[C:9]=2[N:10]=1)([CH3:4])([CH3:3])[CH3:2].C(C1N=C(N2CCC(F)(F)C2)C2N=NNC=2N=1)(C)(C)C.BrC[C:45]1[CH:52]=[CH:51][CH:50]=C[C:46]=1[C:47]#[N:48]. (7) Given the product [F:48][C:2]1([F:1])[CH2:7][CH2:6][N:5]([C:8]2[N:13]=[C:12]([C:14]3[C:22]4[C:17](=[CH:18][CH:19]=[C:20]([C:23]5[O:27][C:26]([NH2:28])=[N:25][N:24]=5)[CH:21]=4)[N:16]([S:38]([C:41]4[CH:47]=[CH:46][C:44]([CH3:45])=[CH:43][CH:42]=4)(=[O:40])=[O:39])[CH:15]=3)[CH:11]=[N:10][CH:9]=2)[CH2:4][CH2:3]1, predict the reactants needed to synthesize it. The reactants are: [F:1][C:2]1([F:48])[CH2:7][CH2:6][N:5]([C:8]2[N:13]=[C:12]([C:14]3[C:22]4[C:17](=[CH:18][CH:19]=[C:20]([C:23]5[O:27][C:26]([NH:28]CC6C=CC(OC)=CC=6)=[N:25][N:24]=5)[CH:21]=4)[N:16]([S:38]([C:41]4[CH:47]=[CH:46][C:44]([CH3:45])=[CH:43][CH:42]=4)(=[O:40])=[O:39])[CH:15]=3)[CH:11]=[N:10][CH:9]=2)[CH2:4][CH2:3]1.